Task: Predict which catalyst facilitates the given reaction.. Dataset: Catalyst prediction with 721,799 reactions and 888 catalyst types from USPTO Reactant: [F:1][C:2]([F:12])([F:11])[C:3]([N:5]1[CH2:10][CH2:9][NH:8][CH2:7][CH2:6]1)=[O:4].CS(O[CH:18]1[CH2:21][N:20]([CH:22]([C:29]2[CH:34]=[CH:33][CH:32]=[CH:31][CH:30]=2)[C:23]2[CH:28]=[CH:27][CH:26]=[CH:25][CH:24]=2)[CH2:19]1)(=O)=O.CCN(C(C)C)C(C)C. Product: [CH:22]([N:20]1[CH2:21][CH:18]([N:8]2[CH2:9][CH2:10][N:5]([C:3](=[O:4])[C:2]([F:1])([F:11])[F:12])[CH2:6][CH2:7]2)[CH2:19]1)([C:29]1[CH:30]=[CH:31][CH:32]=[CH:33][CH:34]=1)[C:23]1[CH:24]=[CH:25][CH:26]=[CH:27][CH:28]=1. The catalyst class is: 23.